Dataset: Catalyst prediction with 721,799 reactions and 888 catalyst types from USPTO. Task: Predict which catalyst facilitates the given reaction. (1) Reactant: [CH3:1][N:2]([CH2:4][C:5]1[C:13]2[O:12][N:11]=[C:10]([CH2:14][CH2:15][CH:16]3[CH2:21][CH2:20][NH:19][CH2:18][CH2:17]3)[C:9]=2[CH:8]=[CH:7][C:6]=1[O:22][CH2:23][CH:24]1[CH2:26][CH2:25]1)[CH3:3].[CH:27]([C:29]1[O:33][C:32]([C:34]#[N:35])=[CH:31][CH:30]=1)=O.C(O[BH-](OC(=O)C)OC(=O)C)(=O)C.[Na+].C(=O)(O)[O-].[Na+].C(=O)([O-])[O-].[Na+].[Na+]. Product: [CH:24]1([CH2:23][O:22][C:6]2[CH:7]=[CH:8][C:9]3[C:10]([CH2:14][CH2:15][CH:16]4[CH2:21][CH2:20][N:19]([CH2:27][C:29]5[O:33][C:32]([C:34]#[N:35])=[CH:31][CH:30]=5)[CH2:18][CH2:17]4)=[N:11][O:12][C:13]=3[C:5]=2[CH2:4][N:2]([CH3:3])[CH3:1])[CH2:25][CH2:26]1. The catalyst class is: 2. (2) Reactant: ON=C[C:4]1[CH:9]=[CH:8][C:7]([OH:10])=[CH:6][C:5]=1[OH:11].P(Cl)(Cl)(Cl)=O.O.[C:18]([O-])(=O)[CH3:19].[Na+].C[N:24](C=O)C. Product: [CH3:19][C:18]1[O:11][C:5]2[CH:6]=[C:7]([OH:10])[CH:8]=[CH:9][C:4]=2[N:24]=1. The catalyst class is: 10.